This data is from Forward reaction prediction with 1.9M reactions from USPTO patents (1976-2016). The task is: Predict the product of the given reaction. (1) Given the reactants Br[CH2:2][CH2:3][CH:4]([CH3:6])[CH3:5].C[CH:8]([C@@H:12]1[CH2:17][CH2:16][NH:15][C@H:14]([C:18]2[CH:23]=[CH:22][C:21]([C:24]([F:27])([F:26])[F:25])=[CH:20][CH:19]=2)[CH2:13]1)[C:9]([O-:11])=[O:10].[Cl:28][C:29]1[CH:36]=[CH:35][C:32]([CH:33]=O)=[CH:31][CH:30]=1, predict the reaction product. The product is: [Cl:28][C:29]1[CH:36]=[CH:35][C:32]([C@H:33]([N:15]2[CH2:16][CH2:17][C@@H:12]([CH2:8][C:9]([OH:11])=[O:10])[CH2:13][C@H:14]2[C:18]2[CH:19]=[CH:20][C:21]([C:24]([F:27])([F:26])[F:25])=[CH:22][CH:23]=2)[CH2:2][CH2:3][CH:4]([CH3:6])[CH3:5])=[CH:31][CH:30]=1. (2) The product is: [Cl:1][S:2]([C:18]1[CH:19]=[CH:20][C:10]2[O:9][CH:8]([C:7]([F:22])([F:21])[F:6])[C:13]([C:14]([OH:16])=[O:15])=[CH:12][C:11]=2[CH:17]=1)(=[O:5])=[O:3]. Given the reactants [Cl:1][S:2]([OH:5])(=O)=[O:3].[F:6][C:7]([F:22])([F:21])[CH:8]1[C:13]([C:14]([OH:16])=[O:15])=[CH:12][C:11]2[CH:17]=[CH:18][CH:19]=[CH:20][C:10]=2[O:9]1, predict the reaction product. (3) Given the reactants [F:1][C:2]1[CH:3]=[C:4]([CH2:8][CH:9]=[O:10])[CH:5]=[CH:6][CH:7]=1.[CH2:11]([Mg]Br)[CH:12]([CH3:14])[CH3:13].O, predict the reaction product. The product is: [F:1][C:2]1[CH:3]=[C:4]([CH2:8][CH:9]([OH:10])[CH2:11][CH:12]([CH3:14])[CH3:13])[CH:5]=[CH:6][CH:7]=1. (4) Given the reactants [CH:1]1(Br)[CH2:5][CH2:4][CH2:3][CH2:2]1.[OH:7][C:8]1[CH:9]=[C:10]([C:14]2([C:31]3[CH:36]=[CH:35][N:34]=[CH:33][CH:32]=3)[C:22]3[C:17](=[N:18][CH:19]=[CH:20][CH:21]=3)[C:16]([NH:23]C(=O)OC(C)(C)C)=[N:15]2)[CH:11]=[CH:12][CH:13]=1.C(=O)([O-])[O-].[Cs+].[Cs+], predict the reaction product. The product is: [CH:1]1([O:7][C:8]2[CH:9]=[C:10]([C:14]3([C:31]4[CH:36]=[CH:35][N:34]=[CH:33][CH:32]=4)[C:22]4[C:17](=[N:18][CH:19]=[CH:20][CH:21]=4)[C:16]([NH2:23])=[N:15]3)[CH:11]=[CH:12][CH:13]=2)[CH2:5][CH2:4][CH2:3][CH2:2]1. (5) Given the reactants C[Si](I)(C)C.C[O:7][CH2:8][C@H:9]([CH3:37])[O:10][C:11]1[CH:12]=[C:13]([CH:23]=[C:24]([O:26][C:27]2[CH:32]=[CH:31][C:30]([S:33]([CH3:36])(=[O:35])=[O:34])=[CH:29][CH:28]=2)[CH:25]=1)[C:14]([NH:16][C:17]1[CH:21]=[CH:20][N:19]([CH3:22])[N:18]=1)=[O:15].O, predict the reaction product. The product is: [OH:7][CH2:8][C@H:9]([CH3:37])[O:10][C:11]1[CH:12]=[C:13]([CH:23]=[C:24]([O:26][C:27]2[CH:32]=[CH:31][C:30]([S:33]([CH3:36])(=[O:34])=[O:35])=[CH:29][CH:28]=2)[CH:25]=1)[C:14]([NH:16][C:17]1[CH:21]=[CH:20][N:19]([CH3:22])[N:18]=1)=[O:15].